From a dataset of hERG potassium channel inhibition data for cardiac toxicity prediction from Karim et al.. Regression/Classification. Given a drug SMILES string, predict its toxicity properties. Task type varies by dataset: regression for continuous values (e.g., LD50, hERG inhibition percentage) or binary classification for toxic/non-toxic outcomes (e.g., AMES mutagenicity, cardiotoxicity, hepatotoxicity). Dataset: herg_karim. (1) The compound is NC(=O)c1cccc(OC2CC3CCC(C2)N3C2CCCc3ccccc32)c1. The result is 1 (blocker). (2) The molecule is Cn1c(SCCCN2CCC3CC3(c3ccc(C(F)(F)F)cc3)CC2)nnc1-c1ccnnc1. The result is 1 (blocker). (3) The drug is O=C(CNc1n[nH]c2ccc(C(F)(F)F)cc12)NC1CN(C2CCC(c3ccccc3)CC2)C1. The result is 1 (blocker). (4) The molecule is O=C1N(CCN2Cc3ccccc3C2)CCN1c1ccc(Cl)c(Cl)c1. The result is 1 (blocker). (5) The compound is CC(O)(C#Cc1ccc2c(c1)N(c1nc(N)ncc1Cl)CC2)c1nccs1. The result is 0 (non-blocker).